Task: Predict which catalyst facilitates the given reaction.. Dataset: Catalyst prediction with 721,799 reactions and 888 catalyst types from USPTO (1) Product: [NH2:1][C:4]1[CH:9]=[CH:8][C:7]([N:10]2[CH2:15][CH2:14][CH2:13][CH2:12][CH2:11]2)=[CH:6][C:5]=1[C:16]1[CH:21]=[C:20]([CH:22]([C:24]2[CH:29]=[CH:28][CH:27]=[C:26]([C:30]([F:33])([F:32])[F:31])[CH:25]=2)[OH:23])[CH:19]=[CH:18][N:17]=1. Reactant: [N+:1]([C:4]1[CH:9]=[CH:8][C:7]([N:10]2[CH2:15][CH2:14][CH2:13][CH2:12][CH2:11]2)=[CH:6][C:5]=1[C:16]1[CH:21]=[C:20]([CH:22]([C:24]2[CH:29]=[CH:28][CH:27]=[C:26]([C:30]([F:33])([F:32])[F:31])[CH:25]=2)[OH:23])[CH:19]=[CH:18][N:17]=1)([O-])=O. The catalyst class is: 43. (2) Reactant: [C:1]([NH:5][C:6]([C:8]1[C:16]2[C:11](=[N:12][CH:13]=[C:14]([C:17]3[C:25]4[C:20](=[CH:21][C:22]([F:26])=[CH:23][CH:24]=4)[N:19]([CH:27]4[CH2:32][CH2:31][N:30](C(OC(C)(C)C)=O)[CH2:29][CH2:28]4)[N:18]=3)[N:15]=2)[N:10](COCC[Si](C)(C)C)[CH:9]=1)=[O:7])([CH3:4])([CH3:3])[CH3:2].FC(F)(F)C(O)=O.C(N)CN. Product: [C:1]([NH:5][C:6]([C:8]1[C:16]2[C:11](=[N:12][CH:13]=[C:14]([C:17]3[C:25]4[C:20](=[CH:21][C:22]([F:26])=[CH:23][CH:24]=4)[N:19]([CH:27]4[CH2:32][CH2:31][NH:30][CH2:29][CH2:28]4)[N:18]=3)[N:15]=2)[NH:10][CH:9]=1)=[O:7])([CH3:4])([CH3:2])[CH3:3]. The catalyst class is: 4. (3) Reactant: Cl.[NH2:2][CH2:3][CH2:4][CH2:5][O:6][C:7]1[CH:27]=[CH:26][C:10]([C:11]([NH:13][C:14]2[CH:19]=[CH:18][C:17]([C:20]3[CH:25]=[CH:24][CH:23]=[CH:22][CH:21]=3)=[CH:16][CH:15]=2)=[O:12])=[CH:9][C:8]=1[NH:28][C:29]([C:31]1([N:34]2[CH2:39][CH2:38][O:37][CH2:36][CH2:35]2)[CH2:33][CH2:32]1)=[O:30].N1C=CC=CC=1.C(N(CC)C(C)C)(C)C.[C:55](OC(=O)C)(=[O:57])[CH3:56]. Product: [C:55]([NH:2][CH2:3][CH2:4][CH2:5][O:6][C:7]1[CH:27]=[CH:26][C:10]([C:11]([NH:13][C:14]2[CH:19]=[CH:18][C:17]([C:20]3[CH:25]=[CH:24][CH:23]=[CH:22][CH:21]=3)=[CH:16][CH:15]=2)=[O:12])=[CH:9][C:8]=1[NH:28][C:29]([C:31]1([N:34]2[CH2:35][CH2:36][O:37][CH2:38][CH2:39]2)[CH2:32][CH2:33]1)=[O:30])(=[O:57])[CH3:56]. The catalyst class is: 4.